This data is from Full USPTO retrosynthesis dataset with 1.9M reactions from patents (1976-2016). The task is: Predict the reactants needed to synthesize the given product. Given the product [Cl:1][C:2]1[CH:3]=[CH:4][C:5]([O:31][CH3:32])=[C:6]([CH:30]=1)[CH2:7][C@@H:8]1[CH2:14][N:13]([CH2:15][C:16]2[C:21]([O:22][CH3:23])=[CH:20][C:19]([O:24][CH3:25])=[CH:18][C:17]=2[O:26][CH3:27])[C:12](=[S:52])[CH2:11][NH:10][C:9]1=[O:29], predict the reactants needed to synthesize it. The reactants are: [Cl:1][C:2]1[CH:3]=[CH:4][C:5]([O:31][CH3:32])=[C:6]([CH:30]=1)[CH2:7][C@@H:8]1[CH2:14][N:13]([CH2:15][C:16]2[C:21]([O:22][CH3:23])=[CH:20][C:19]([O:24][CH3:25])=[CH:18][C:17]=2[O:26][CH3:27])[C:12](=O)[CH2:11][NH:10][C:9]1=[O:29].O1CCCC1.C1C=CC(OC2C=CC(P3(SP(C4C=CC(OC5C=CC=CC=5)=CC=4)(=S)S3)=[S:52])=CC=2)=CC=1.